This data is from Catalyst prediction with 721,799 reactions and 888 catalyst types from USPTO. The task is: Predict which catalyst facilitates the given reaction. (1) Reactant: [Br:1][C:2]1[CH:3]=[C:4]([NH:10][C:11](=[O:17])[O:12][C:13]([CH3:16])([CH3:15])[CH3:14])[C:5](=[O:9])[N:6]([CH3:8])[CH:7]=1.[H-].[Na+].[CH3:20]I. Product: [Br:1][C:2]1[CH:3]=[C:4]([N:10]([CH3:20])[C:11](=[O:17])[O:12][C:13]([CH3:14])([CH3:16])[CH3:15])[C:5](=[O:9])[N:6]([CH3:8])[CH:7]=1. The catalyst class is: 3. (2) Reactant: [Br:1][C:2]1[C:3]([CH3:20])=[C:4]([N+:17]([O-:19])=[O:18])[C:5]([CH:8](C(OC)=O)C(OC)=O)=[N:6][CH:7]=1.Cl. Product: [Br:1][C:2]1[C:3]([CH3:20])=[C:4]([N+:17]([O-:19])=[O:18])[C:5]([CH3:8])=[N:6][CH:7]=1. The catalyst class is: 170. (3) Reactant: [CH3:1][CH:2]1[CH2:7][CH:6]([N:8]2[CH2:13][CH2:12][N:11]3[C:14]([NH:17][S:18]([C:21]4[CH:26]=[CH:25][C:24]([NH:27][C@@H:28]([CH2:37][S:38][C:39]5[CH:44]=[CH:43][CH:42]=[CH:41][CH:40]=5)[CH2:29][CH2:30][N:31]5[CH2:36][CH2:35][O:34][CH2:33][CH2:32]5)=[C:23]([S:45]([C:48]([F:51])([F:50])[F:49])(=[O:47])=[O:46])[CH:22]=4)(=[O:20])=[O:19])=[N:15][N:16]=[C:10]3[CH2:9]2)[CH2:5][CH2:4][NH:3]1.[Cl:52][C:53]1[CH:58]=[CH:57][C:56]([C:59]2[C:60]([CH:65]=[O:66])=[CH:61][CH:62]=[CH:63][CH:64]=2)=[CH:55][CH:54]=1.C([BH3-])#N.[Na+].[CH3:71][OH:72]. Product: [Cl:52][C:53]1[CH:54]=[CH:55][C:56]([C:59]2[CH:64]=[CH:63][CH:62]=[CH:61][C:60]=2[CH2:65][N:3]2[CH2:4][CH2:5][CH:6]([N:8]3[CH2:13][CH2:12][N:11]4[C:14]([NH:17][S:18]([C:21]5[CH:26]=[CH:25][C:24]([NH:27][C@@H:28]([CH2:37][S:38][C:39]6[CH:40]=[CH:41][CH:42]=[CH:43][CH:44]=6)[CH2:29][CH2:30][N:31]6[CH2:32][CH2:33][O:34][CH2:35][CH2:36]6)=[C:23]([S:45]([C:48]([F:51])([F:49])[F:50])(=[O:47])=[O:46])[CH:22]=5)(=[O:20])=[O:19])=[N:15][N:16]=[C:10]4[CH2:9]3)[CH2:7][CH:2]2[CH3:1])=[CH:57][CH:58]=1.[C:71]([OH:66])([C:48]([F:51])([F:50])[F:49])=[O:72]. The catalyst class is: 530.